Task: Predict the reactants needed to synthesize the given product.. Dataset: Full USPTO retrosynthesis dataset with 1.9M reactions from patents (1976-2016) (1) Given the product [Cl:8][C:9]1[CH:22]=[CH:21][C:20]2[N:19]([C:2]3[CH:7]=[CH:6][CH:5]=[CH:4][CH:3]=3)[C:18]3[C:13](=[CH:14][CH:15]=[CH:16][CH:17]=3)[C:12]([CH3:24])([CH3:23])[C:11]=2[CH:10]=1, predict the reactants needed to synthesize it. The reactants are: I[C:2]1[CH:7]=[CH:6][CH:5]=[CH:4][CH:3]=1.[Cl:8][C:9]1[CH:22]=[CH:21][C:20]2[NH:19][C:18]3[C:13](=[CH:14][CH:15]=[CH:16][CH:17]=3)[C:12]([CH3:24])([CH3:23])[C:11]=2[CH:10]=1.N#N.CC([O-])(C)C.[Na+]. (2) Given the product [Cl:1][C:2]1[C:7]([F:8])=[CH:6][C:5]([O:9][C:17]2[CH:18]=[CH:19][CH:20]=[C:15]([N:10]3[CH2:11][CH2:12][CH2:13][CH2:14]3)[CH:16]=2)=[CH:4][N:3]=1, predict the reactants needed to synthesize it. The reactants are: [Cl:1][C:2]1[C:7]([F:8])=[CH:6][C:5]([OH:9])=[CH:4][N:3]=1.[N:10]1([C:15]2[CH:16]=[C:17](B(O)O)[CH:18]=[CH:19][CH:20]=2)[CH2:14][CH2:13][CH2:12][CH2:11]1.C(N(CC)CC)C. (3) Given the product [Cl:20][C:21]1[CH:22]=[C:23]([NH:34][C:35](=[O:40])[C:36]([NH:1][NH2:2])=[O:37])[CH:24]=[C:25]([Cl:33])[C:26]=1[N:27]1[CH2:32][CH2:31][O:30][CH2:29][CH2:28]1, predict the reactants needed to synthesize it. The reactants are: [NH:1](C(=O)C(NC1C=CC(N2CCOCC2)=CC=1)=O)[NH2:2].[Cl:20][C:21]1[CH:22]=[C:23]([NH:34][C:35](=[O:40])[C:36](OC)=[O:37])[CH:24]=[C:25]([Cl:33])[C:26]=1[N:27]1[CH2:32][CH2:31][O:30][CH2:29][CH2:28]1. (4) Given the product [ClH:1].[Cl:1][C:2]1[CH:7]=[CH:6][CH:5]=[CH:4][C:3]=1[C:8]1[N:9]([CH2:28][CH2:29][O:30][CH3:31])[C:10]2[C:15]([N:16]=1)=[C:14]([N:17]1[CH2:22][CH2:21][N:20]3[C:23](=[O:26])[CH2:24][CH2:25][CH:19]3[CH2:18]1)[N:13]=[C:12]([CH3:27])[N:11]=2, predict the reactants needed to synthesize it. The reactants are: [Cl:1][C:2]1[CH:7]=[CH:6][CH:5]=[CH:4][C:3]=1[C:8]1[N:9]([CH2:28][CH2:29][OH:30])[C:10]2[C:15]([N:16]=1)=[C:14]([N:17]1[CH2:22][CH2:21][N:20]3[C:23](=[O:26])[CH2:24][CH2:25][CH:19]3[CH2:18]1)[N:13]=[C:12]([CH3:27])[N:11]=2.[CH3:31]I.[H-].[Na+].Cl. (5) Given the product [O:9]=[C:1]([C:2]1[CH:3]=[CH:4][CH:5]=[CH:6][CH:7]=1)[CH2:16][C:15]#[N:17], predict the reactants needed to synthesize it. The reactants are: [C:1]([O:9]CC)(=O)[C:2]1[CH:7]=[CH:6][CH:5]=[CH:4][CH:3]=1.C[O-].[Na+].[C:15](#[N:17])[CH3:16].O. (6) Given the product [F:32][C:8]1[CH:7]=[C:6](/[CH:5]=[CH:4]/[C:3]([NH:34][OH:35])=[O:2])[CH:11]=[CH:10][C:9]=1[CH2:12][N:13]1[CH2:18][CH2:17][CH2:16][CH:15]([C:19]2[C:27]3[C:22](=[CH:23][CH:24]=[CH:25][CH:26]=3)[NH:21][C:20]=2[C:28]([OH:31])([CH3:29])[CH3:30])[CH2:14]1, predict the reactants needed to synthesize it. The reactants are: C[O:2][C:3](=O)/[CH:4]=[CH:5]/[C:6]1[CH:11]=[CH:10][C:9]([CH2:12][N:13]2[CH2:18][CH2:17][CH2:16][CH:15]([C:19]3[C:27]4[C:22](=[CH:23][CH:24]=[CH:25][CH:26]=4)[NH:21][C:20]=3[C:28]([OH:31])([CH3:30])[CH3:29])[CH2:14]2)=[C:8]([F:32])[CH:7]=1.[NH2:34][OH:35].O.Cl. (7) Given the product [CH:11]([N:14]([C:18]([N:20]=[C:21]=[S:22])=[O:19])[CH:15]([CH3:17])[CH3:16])([CH3:12])[CH3:13].[CH3:23][O:24][C:25]1[CH:26]=[C:27]2[C:32](=[CH:33][C:34]=1[O:35][CH3:36])[N:31]=[CH:30][CH:29]=[C:28]2[O:37][C:38]1[CH:39]=[CH:40][C:41]([NH:42][C:21]([NH:20][C:18]([N:14]([CH:15]([CH3:17])[CH3:16])[CH:11]([CH3:12])[CH3:13])=[O:19])=[S:22])=[CH:43][CH:44]=1, predict the reactants needed to synthesize it. The reactants are: C(N(C(C)C)C(Cl)=O)(C)C.[CH:11]([N:14]([C:18]([N:20]=[C:21]=[S:22])=[O:19])[CH:15]([CH3:17])[CH3:16])([CH3:13])[CH3:12].[CH3:23][O:24][C:25]1[CH:26]=[C:27]2[C:32](=[CH:33][C:34]=1[O:35][CH3:36])[N:31]=[CH:30][CH:29]=[C:28]2[O:37][C:38]1[CH:44]=[CH:43][C:41]([NH2:42])=[CH:40][CH:39]=1.C1(C)C=CC=CC=1. (8) The reactants are: [CH3:1][O:2][C:3]1[CH:12]=[C:11]2[C:6]([C:7](=O)[C:8]([C:14]3[CH:19]=[CH:18][C:17]([O:20][CH3:21])=[CH:16][CH:15]=3)([CH3:13])[CH2:9][S:10]2)=[CH:5][CH:4]=1.[H-].[Al+3].[Li+].[H-].[H-].[H-].[Cl-].[NH4+].[CH2:31]([Si](C)(C)C)[CH:32]=[CH2:33]. Given the product [CH2:33]([CH:7]1[C:6]2[C:11](=[CH:12][C:3]([O:2][CH3:1])=[CH:4][CH:5]=2)[S:10][CH2:9][C:8]1([C:14]1[CH:19]=[CH:18][C:17]([O:20][CH3:21])=[CH:16][CH:15]=1)[CH3:13])[CH:32]=[CH2:31], predict the reactants needed to synthesize it.